This data is from Catalyst prediction with 721,799 reactions and 888 catalyst types from USPTO. The task is: Predict which catalyst facilitates the given reaction. (1) Reactant: [Cl:1][CH2:2][C:3]1[N:13]=[C:6]2[C:7]([CH3:12])=[N:8][CH:9]=[C:10]([CH3:11])[N:5]2[N:4]=1.[C:14]1([P:20]([C:27]2[CH:32]=[CH:31][CH:30]=[CH:29][CH:28]=2)[C:21]2[CH:26]=[CH:25][CH:24]=[CH:23][CH:22]=2)[CH:19]=[CH:18][CH:17]=[CH:16][CH:15]=1. Product: [Cl-:1].[CH3:11][C:10]1[N:5]2[N:4]=[C:3]([CH2:2][P+:20]([C:21]3[CH:22]=[CH:23][CH:24]=[CH:25][CH:26]=3)([C:27]3[CH:32]=[CH:31][CH:30]=[CH:29][CH:28]=3)[C:14]3[CH:15]=[CH:16][CH:17]=[CH:18][CH:19]=3)[N:13]=[C:6]2[C:7]([CH3:12])=[N:8][CH:9]=1. The catalyst class is: 10. (2) Reactant: [Si]([O:18][C:19]1[CH:64]=[CH:63][C:22]([O:23][CH2:24][C@@H:25]([OH:62])[CH2:26][NH:27][CH2:28][CH2:29][C:30]2[CH:61]=[CH:60][C:33]([NH:34][CH:35]3[CH2:40][CH2:39][N:38]([C:41]([NH:43][CH2:44][C:45]4[CH:50]=[CH:49][C:48]([N:51]5[CH:55]=[CH:54][CH:53]=[N:52]5)=[CH:47][C:46]=4[C:56]([F:59])([F:58])[F:57])=[O:42])[CH2:37][CH2:36]3)=[CH:32][CH:31]=2)=[CH:21][CH:20]=1)(C(C)(C)C)(C1C=CC=CC=1)C1C=CC=CC=1. Product: [N:51]1([C:48]2[CH:49]=[CH:50][C:45]([CH2:44][NH:43][C:41]([N:38]3[CH2:37][CH2:36][CH:35]([NH:34][C:33]4[CH:32]=[CH:31][C:30]([CH2:29][CH2:28][NH:27][CH2:26][C@H:25]([OH:62])[CH2:24][O:23][C:22]5[CH:21]=[CH:20][C:19]([OH:18])=[CH:64][CH:63]=5)=[CH:61][CH:60]=4)[CH2:40][CH2:39]3)=[O:42])=[C:46]([C:56]([F:58])([F:57])[F:59])[CH:47]=2)[CH:55]=[CH:54][CH:53]=[N:52]1. The catalyst class is: 147. (3) Reactant: [CH3:1][O:2][C:3](=[O:13])[C:4]1[CH:9]=[CH:8][C:7]([CH2:10]O)=[N:6][C:5]=1[Cl:12].S(Cl)(C)(=O)=O.[N-:19]=[N+:20]=[N-:21].[Na+]. Product: [CH3:1][O:2][C:3](=[O:13])[C:4]1[CH:9]=[CH:8][C:7]([CH2:10][N:19]=[N+:20]=[N-:21])=[N:6][C:5]=1[Cl:12]. The catalyst class is: 96.